From a dataset of Forward reaction prediction with 1.9M reactions from USPTO patents (1976-2016). Predict the product of the given reaction. (1) Given the reactants [CH3:1][C:2]1[N:7]=[C:6]([C:8]#N)[C:5]([C:10]2[N:15]=[CH:14][C:13]([C:16]([F:19])([F:18])[F:17])=[CH:12][N:11]=2)=[CH:4][CH:3]=1.[OH2:20].C[OH:22], predict the reaction product. The product is: [CH3:1][C:2]1[N:7]=[C:6]([C:8]([OH:22])=[O:20])[C:5]([C:10]2[N:15]=[CH:14][C:13]([C:16]([F:19])([F:18])[F:17])=[CH:12][N:11]=2)=[CH:4][CH:3]=1. (2) Given the reactants [C:1]([O:5][C:6](=[O:18])[NH:7][C:8]1[CH:9]=[N:10][C:11]([C:14](=[NH:17])[NH:15][OH:16])=[CH:12][CH:13]=1)([CH3:4])([CH3:3])[CH3:2].[CH3:19][C:20]1[CH:28]=[C:24]([C:25](O)=O)[C:23]([OH:29])=[CH:22][CH:21]=1, predict the reaction product. The product is: [C:1]([O:5][C:6](=[O:18])[NH:7][C:8]1[CH:9]=[N:10][C:11]([C:14]2[N:17]=[C:25]([C:24]3[CH:28]=[C:20]([CH3:19])[CH:21]=[CH:22][C:23]=3[OH:29])[O:16][N:15]=2)=[CH:12][CH:13]=1)([CH3:4])([CH3:2])[CH3:3].